Dataset: Full USPTO retrosynthesis dataset with 1.9M reactions from patents (1976-2016). Task: Predict the reactants needed to synthesize the given product. (1) Given the product [C:12]([NH:1][C:2]1[CH:7]=[CH:6][C:5]([C:8]([F:9])([F:10])[F:11])=[CH:4][CH:3]=1)([O:13][C:14]([CH3:17])([CH3:16])[CH3:15])=[O:18], predict the reactants needed to synthesize it. The reactants are: [NH2:1][C:2]1[CH:7]=[CH:6][C:5]([C:8]([F:11])([F:10])[F:9])=[CH:4][CH:3]=1.[C:12](=O)([O:18]C(C)(C)C)[O:13][C:14]([CH3:17])([CH3:16])[CH3:15]. (2) Given the product [CH2:22]([NH:21][CH2:2][CH2:3][CH2:4][CH2:5][CH2:6][CH2:7][CH2:8][CH2:9][NH:10][C:11](=[O:20])[O:12][CH2:13][C:14]1[CH:15]=[CH:16][CH:17]=[CH:18][CH:19]=1)[CH:23]=[CH2:24], predict the reactants needed to synthesize it. The reactants are: O=[C:2]([NH:21][CH2:22][CH:23]=[CH2:24])[CH2:3][CH2:4][CH2:5][CH2:6][CH2:7][CH2:8][CH2:9][NH:10][C:11](=[O:20])[O:12][CH2:13][C:14]1[CH:19]=[CH:18][CH:17]=[CH:16][CH:15]=1.CC(C[AlH]CC(C)C)C. (3) Given the product [C:11]1([C:16]2[N:21]=[C:20]([CH2:22][NH:23][C@H:24]([CH:27]([CH3:28])[CH3:29])[CH2:25][OH:26])[C:19]([F:30])=[CH:18][CH:17]=2)[CH2:15][CH2:14][CH2:13][CH:12]=1.[CH:11]1([C:16]2[N:21]=[C:20]([CH2:22][NH:23][C@H:24]([CH:27]([CH3:28])[CH3:29])[CH2:25][OH:26])[C:19]([F:30])=[CH:18][CH:17]=2)[CH2:12][CH2:13][CH2:14][CH2:15]1, predict the reactants needed to synthesize it. The reactants are: C12CC(CC1)C=C2B(O)O.[C:11]1([C:16]2[N:21]=[C:20]([CH2:22][NH:23][C@H:24]([CH:27]([CH3:29])[CH3:28])[CH2:25][OH:26])[C:19]([F:30])=[CH:18][CH:17]=2)[CH2:15][CH2:14][CH2:13][CH:12]=1. (4) Given the product [Cl:1][C:2]1[CH:9]=[C:8]([Cl:10])[CH:7]=[CH:6][C:3]=1[CH:4]([NH2:5])[C:11]1[CH:16]=[CH:15][CH:14]=[CH:13][CH:12]=1, predict the reactants needed to synthesize it. The reactants are: [Cl:1][C:2]1[CH:9]=[C:8]([Cl:10])[CH:7]=[CH:6][C:3]=1[C:4]#[N:5].[C:11]1([Mg]Br)[CH:16]=[CH:15][CH:14]=[CH:13][CH:12]=1.[BH4-].[Na+]. (5) Given the product [NH2:20][C:9]1[N:8]([C:5]2[CH:4]=[CH:3][C:2]([Br:1])=[CH:7][CH:6]=2)[C:21](=[O:24])[CH:22]=[CH:23][C:10]=1[C:11](=[O:12])[C:13]1[CH:14]=[CH:15][C:16]([F:19])=[CH:17][CH:18]=1, predict the reactants needed to synthesize it. The reactants are: [Br:1][C:2]1[CH:7]=[CH:6][C:5]([NH:8][C:9](=[NH:20])[CH2:10][C:11]([C:13]2[CH:18]=[CH:17][C:16]([F:19])=[CH:15][CH:14]=2)=[O:12])=[CH:4][CH:3]=1.[C:21](OC)(=[O:24])[C:22]#[CH:23]. (6) The reactants are: [CH:1]12[CH2:10][CH:5]3[CH2:6][CH:7]([CH2:9][CH:3]([CH2:4]3)[CH:2]1[N:11]1[C:14](=[O:15])[C:13]([CH3:17])([CH3:16])[NH:12]1)[CH2:8]2.[C:18]1([C:24]2[CH:31]=[CH:30][CH:29]=[CH:28][C:25]=2[CH2:26]Br)[CH:23]=[CH:22][CH:21]=[CH:20][CH:19]=1. Given the product [C:24]1([C:18]2[CH:19]=[CH:20][CH:21]=[CH:22][CH:23]=2)[CH:31]=[CH:30][CH:29]=[CH:28][C:25]=1[CH2:26][N:12]1[C:13]([CH3:17])([CH3:16])[C:14](=[O:15])[N:11]1[CH:2]1[CH:3]2[CH2:4][CH:5]3[CH2:6][CH:7]([CH2:8][CH:1]1[CH2:10]3)[CH2:9]2, predict the reactants needed to synthesize it.